From a dataset of Forward reaction prediction with 1.9M reactions from USPTO patents (1976-2016). Predict the product of the given reaction. Given the reactants [CH3:1][O:2][C:3](=[O:28])[CH:4]([C:20]1[CH:25]=[CH:24][C:23]([O:26][CH3:27])=[CH:22][CH:21]=1)[CH2:5][C:6]1[C:7](Cl)=[N:8][C:9]([NH:12][C:13]2[CH:18]=[CH:17][CH:16]=[CH:15][CH:14]=2)=[N:10][CH:11]=1.[CH:29]1([CH2:32][NH2:33])[CH2:31][CH2:30]1, predict the reaction product. The product is: [CH3:1][O:2][C:3](=[O:28])[CH:4]([C:20]1[CH:25]=[CH:24][C:23]([O:26][CH3:27])=[CH:22][CH:21]=1)[CH2:5][C:6]1[C:7]([NH:33][CH2:32][CH:29]2[CH2:31][CH2:30]2)=[N:8][C:9]([NH:12][C:13]2[CH:18]=[CH:17][CH:16]=[CH:15][CH:14]=2)=[N:10][CH:11]=1.